This data is from Reaction yield outcomes from USPTO patents with 853,638 reactions. The task is: Predict the reaction yield, written as a fraction of the theoretical maximum amount of product (1.0 means a 100% yield; for example, 0.34 means a 34% yield). (1) The reactants are [F:1][C:2]1[CH:7]=[CH:6][CH:5]=[CH:4][C:3]=1[C:8]1[NH:12][CH:11]=[C:10]([CH:13]=[O:14])[CH:9]=1.[H-].[Na+].C1OCCOCCOCCOCCOC1.Cl.[N:33]1[CH:38]=[CH:37][CH:36]=[C:35]([S:39](Cl)(=[O:41])=[O:40])[CH:34]=1. The catalyst is O1CCCC1.[Cl-].[Na+].O. The product is [F:1][C:2]1[CH:7]=[CH:6][CH:5]=[CH:4][C:3]=1[C:8]1[N:12]([S:39]([C:35]2[CH:34]=[N:33][CH:38]=[CH:37][CH:36]=2)(=[O:41])=[O:40])[CH:11]=[C:10]([CH:13]=[O:14])[CH:9]=1. The yield is 0.820. (2) The reactants are Cl[C:2]1[CH:11]=[C:10]([NH:12][CH:13]2[CH2:19][CH:18]3[N:20]([CH3:21])[CH:15]([CH2:16][CH2:17]3)[CH2:14]2)[C:5]([C:6]([O:8][CH3:9])=[O:7])=[CH:4][N:3]=1.[CH3:22][O:23][C:24]1[N:25]=[CH:26][C:27]([NH2:30])=[N:28][CH:29]=1.C(=O)([O-])[O-].[Cs+].[Cs+].C1(P(C2C=CC=CC=2)C2C3OC4C(=CC=CC=4P(C4C=CC=CC=4)C4C=CC=CC=4)C(C)(C)C=3C=CC=2)C=CC=CC=1. No catalyst specified. The product is [CH3:22][O:23][C:24]1[N:25]=[CH:26][C:27]([NH:30][C:2]2[CH:11]=[C:10]([NH:12][CH:13]3[CH2:19][CH:18]4[N:20]([CH3:21])[CH:15]([CH2:16][CH2:17]4)[CH2:14]3)[C:5]([C:6]([O:8][CH3:9])=[O:7])=[CH:4][N:3]=2)=[N:28][CH:29]=1. The yield is 0.150. (3) The reactants are [CH2:1]([O:3][C:4](=[O:17])[C:5]#[C:6][C:7]1[CH:8]=[N:9][CH:10]=[C:11]([S:13]([CH3:16])(=[O:15])=[O:14])[CH:12]=1)[CH3:2].[C:18]([O:22][C:23]([N:25]1[C:34]2[C:29](=[CH:30][CH:31]=[C:32]([CH2:35][CH2:36][O:37][C:38]3[CH:39]=[C:40]4[C:44](=[CH:45][CH:46]=3)[NH:43][CH:42]=[CH:41]4)[N:33]=2)[CH2:28][CH2:27][CH2:26]1)=[O:24])([CH3:21])([CH3:20])[CH3:19]. No catalyst specified. The product is [C:18]([O:22][C:23]([N:25]1[C:34]2[C:29](=[CH:30][CH:31]=[C:32]([CH2:35][CH2:36][O:37][C:38]3[CH:39]=[C:40]4[C:44](=[CH:45][CH:46]=3)[N:43]([C:6]([C:7]3[CH:8]=[N:9][CH:10]=[C:11]([S:13]([CH3:16])(=[O:14])=[O:15])[CH:12]=3)=[CH:5][C:4]([O:3][CH2:1][CH3:2])=[O:17])[CH:42]=[CH:41]4)[N:33]=2)[CH2:28][CH2:27][CH2:26]1)=[O:24])([CH3:21])([CH3:19])[CH3:20]. The yield is 0.800. (4) The product is [Cl:1][C:2]1[S:6][C:5]([C:7]([OH:9])=[O:8])=[CH:4][C:3]=1[C:11]1[N:15]([CH3:16])[N:14]=[CH:13][CH:12]=1. The catalyst is O1CCCC1. The yield is 0.960. The reactants are [Cl:1][C:2]1[S:6][C:5]([C:7]([O:9]C)=[O:8])=[CH:4][C:3]=1[C:11]1[N:15]([CH3:16])[N:14]=[CH:13][CH:12]=1.[OH-].[Na+]. (5) The reactants are CS([CH2-])=O.[Na+].[H-].[Na+].C([O:10][C:11]([C:13]1[CH:14]=[N:15][N:16]([CH3:26])[C:17]=1[NH:18][C:19]1[CH:24]=[CH:23][CH:22]=[CH:21][C:20]=1[NH2:25])=O)C. The catalyst is CS(C)=O. The product is [CH3:26][N:16]1[C:17]2[NH:18][C:19]3[CH:24]=[CH:23][CH:22]=[CH:21][C:20]=3[NH:25][C:11](=[O:10])[C:13]=2[CH:14]=[N:15]1. The yield is 0.400.